From a dataset of Full USPTO retrosynthesis dataset with 1.9M reactions from patents (1976-2016). Predict the reactants needed to synthesize the given product. Given the product [CH:8]([O:12][C:2]1[C:11]2[C:6](=[CH:7][C:8]([O:12][CH3:13])=[CH:9][CH:10]=2)[CH:5]=[C:4]([NH:14][C:15]2[CH:19]=[CH:18][NH:17][N:16]=2)[N:3]=1)([CH3:9])[CH3:7], predict the reactants needed to synthesize it. The reactants are: Cl[C:2]1[C:11]2[C:6](=[CH:7][C:8]([O:12][CH3:13])=[CH:9][CH:10]=2)[CH:5]=[C:4]([NH:14][C:15]2[CH:19]=[CH:18][NH:17][N:16]=2)[N:3]=1.